This data is from Forward reaction prediction with 1.9M reactions from USPTO patents (1976-2016). The task is: Predict the product of the given reaction. Given the reactants C1([O:7][C:8](=O)[NH:9][C:10]2[C:19]3[C:14](=[CH:15][CH:16]=[CH:17][CH:18]=3)[C:13]([O:20][C:21]3[CH:26]=[CH:25][N:24]=[C:23]([NH:27][C:28]4[CH:33]=[C:32]([O:34][CH2:35][CH2:36][O:37][CH2:38][CH2:39][O:40][CH2:41][CH2:42][O:43][CH3:44])[CH:31]=[C:30]([O:45][CH3:46])[CH:29]=4)[N:22]=3)=[CH:12][CH:11]=2)C=CC=CC=1.[NH2:48][C:49]1[C:50]([O:62][CH3:63])=[C:51]([CH:55]=[C:56]([C:58]([CH3:61])([CH3:60])[CH3:59])[CH:57]=1)[C:52]([OH:54])=[O:53], predict the reaction product. The product is: [C:58]([C:56]1[CH:57]=[C:49]([NH:48][C:8]([NH:9][C:10]2[C:19]3[C:14](=[CH:15][CH:16]=[CH:17][CH:18]=3)[C:13]([O:20][C:21]3[CH:26]=[CH:25][N:24]=[C:23]([NH:27][C:28]4[CH:33]=[C:32]([O:34][CH2:35][CH2:36][O:37][CH2:38][CH2:39][O:40][CH2:41][CH2:42][O:43][CH3:44])[CH:31]=[C:30]([O:45][CH3:46])[CH:29]=4)[N:22]=3)=[CH:12][CH:11]=2)=[O:7])[C:50]([O:62][CH3:63])=[C:51]([CH:55]=1)[C:52]([OH:54])=[O:53])([CH3:60])([CH3:59])[CH3:61].